This data is from Catalyst prediction with 721,799 reactions and 888 catalyst types from USPTO. The task is: Predict which catalyst facilitates the given reaction. (1) Reactant: [CH2:1]([N:8]([CH2:13][C:14]#[N:15])[C:9]([CH3:12])([CH3:11])[CH3:10])[C:2]1[CH:7]=[CH:6][CH:5]=[CH:4][CH:3]=1.[H-].[Al+3].[Li+].[H-].[H-].[H-].O.[OH-].[Na+]. Product: [CH2:1]([N:8]([C:9]([CH3:12])([CH3:11])[CH3:10])[CH2:13][CH2:14][NH2:15])[C:2]1[CH:7]=[CH:6][CH:5]=[CH:4][CH:3]=1. The catalyst class is: 7. (2) Reactant: Cl[C:2]1C=CC=C(C(OO)=O)[CH:3]=1.C(S[C:15]1[C:16]([C:21]([NH:23][C:24]2[CH:29]=[CH:28][C:27]([C:30]([F:33])([F:32])[F:31])=[CH:26][N:25]=2)=[O:22])=[N:17][CH:18]=[CH:19][CH:20]=1)C.C(=O)(O)[O-].[Na+].[S:39]([O-:43])([O-])(=[O:41])=S.[Na+].[Na+]. Product: [CH2:2]([S:39]([C:15]1[C:16]([C:21]([NH:23][C:24]2[CH:29]=[CH:28][C:27]([C:30]([F:32])([F:33])[F:31])=[CH:26][N:25]=2)=[O:22])=[N:17][CH:18]=[CH:19][CH:20]=1)(=[O:43])=[O:41])[CH3:3]. The catalyst class is: 22. (3) Reactant: [Cl:1][C:2]1[CH:27]=[C:26]([Cl:28])[CH:25]=[CH:24][C:3]=1[C:4]1[CH:5]=[CH:6][C:7]([CH2:22][CH3:23])=[C:8]([CH:10]2[C:15](=[O:16])[C:14]([CH3:18])([CH3:17])[O:13][C:12]([CH3:20])([CH3:19])[C:11]2=[O:21])[CH:9]=1.[N:29]([O-:31])=[O:30].[Na+].[N+]([O-])(O)=O. Product: [Cl:1][C:2]1[CH:27]=[C:26]([Cl:28])[CH:25]=[CH:24][C:3]=1[C:4]1[CH:5]=[CH:6][C:7]([CH2:22][CH3:23])=[C:8]([C:10]2([N+:29]([O-:31])=[O:30])[C:15](=[O:16])[C:14]([CH3:17])([CH3:18])[O:13][C:12]([CH3:19])([CH3:20])[C:11]2=[O:21])[CH:9]=1. The catalyst class is: 15. (4) Reactant: C(O)(C(F)(F)F)=O.[CH3:8][O:9][C:10]([NH:12][C@@H:13]([CH:59]([CH3:61])[CH3:60])[C:14]([N:16]1[C@H:21]([C:22]2[NH:23][C:24]([C:27]3[CH:28]=[C:29]4[C:34](=[CH:35][CH:36]=3)[CH:33]=[C:32]([C:37]3[CH:38]=[CH:39][C:40]5[N:44]=[C:43]([C@@H:45]6[CH2:50][C@@H:49]7[C@@H:47]([CH2:48]7)[N:46]6C(OC(C)(C)C)=O)[NH:42][C:41]=5[CH:58]=3)[CH:31]=[CH:30]4)=[CH:25][N:26]=2)[CH2:20][C@@H:19]2[C@H:17]1[CH2:18]2)=[O:15])=[O:11]. The catalyst class is: 2. Product: [C@@H:47]12[CH2:48][C@@H:49]1[CH2:50][C@@H:45]([C:43]1[NH:42][C:41]3[CH:58]=[C:37]([C:32]4[CH:33]=[C:34]5[C:29](=[CH:30][CH:31]=4)[CH:28]=[C:27]([C:24]4[NH:23][C:22]([C@@H:21]6[CH2:20][C@@H:19]7[C@@H:17]([CH2:18]7)[N:16]6[C:14](=[O:15])[C@@H:13]([NH:12][C:10](=[O:11])[O:9][CH3:8])[CH:59]([CH3:61])[CH3:60])=[N:26][CH:25]=4)[CH:36]=[CH:35]5)[CH:38]=[CH:39][C:40]=3[N:44]=1)[NH:46]2. (5) Reactant: Cl.Cl.[NH2:3][C@@H:4]1[C:20]2[CH:21]=[C:16]([CH:17]=[CH:18][N:19]=2)[N:15]2[C:11](=[CH:12][C:13]([C:22]([O:24][CH3:25])=[O:23])=[N:14]2)[NH:10][C:9](=[O:26])[C@H:8]([CH3:27])[CH2:7][CH2:6][CH2:5]1.Cl.Cl.[NH2:30][C@@H:31]1[C:47]2[CH:48]=[C:43]([CH:44]=[CH:45][N:46]=2)[N:42]2[C:38](=[CH:39][C:40]([C:49]([O:51][CH2:52][CH3:53])=[O:50])=[N:41]2)[NH:37][C:36](=[O:54])[C@H:35]([CH3:55])[CH2:34][CH2:33][CH2:32]1. Product: [NH2:30][C@@H:31]1[C:47]2[CH:48]=[C:43]([CH:44]=[CH:45][N:46]=2)[N:42]2[C:38](=[CH:39][C:40]([C:49]([O:51][CH2:52][CH3:53])=[O:50])=[N:41]2)[NH:37][C:36](=[O:54])[C@H:35]([CH3:55])[CH2:34][CH2:33][CH2:32]1.[NH2:3][C@@H:4]1[C:20]2[CH:21]=[C:16]([CH:17]=[CH:18][N:19]=2)[N:15]2[C:11](=[CH:12][C:13]([C:22]([O:24][CH3:25])=[O:23])=[N:14]2)[NH:10][C:9](=[O:26])[C@H:8]([CH3:27])[CH2:7][CH2:6][CH2:5]1. The catalyst class is: 5. (6) Reactant: [H-].[Na+].[Cl:3][C:4]1[CH:5]=[C:6]2[C:10](=[CH:11][CH:12]=1)[NH:9][C:8]([C:13]1[CH:18]=[CH:17][C:16]([Cl:19])=[CH:15][CH:14]=1)=[C:7]2[CH2:20][CH2:21][C:22]([N:24]1[CH2:29][CH2:28][N:27]([C:30]2[CH:35]=[CH:34][CH:33]=[CH:32][C:31]=2[O:36][CH3:37])[CH2:26][CH2:25]1)=[O:23].I[CH3:39].O. The catalyst class is: 9. Product: [Cl:3][C:4]1[CH:5]=[C:6]2[C:10](=[CH:11][CH:12]=1)[N:9]([CH3:39])[C:8]([C:13]1[CH:14]=[CH:15][C:16]([Cl:19])=[CH:17][CH:18]=1)=[C:7]2[CH2:20][CH2:21][C:22]([N:24]1[CH2:25][CH2:26][N:27]([C:30]2[CH:35]=[CH:34][CH:33]=[CH:32][C:31]=2[O:36][CH3:37])[CH2:28][CH2:29]1)=[O:23]. (7) Reactant: [F:1][C:2]([F:41])([F:40])[C:3]1[CH:4]=[C:5]([CH:33]=[C:34]([C:36]([F:39])([F:38])[F:37])[CH:35]=1)[CH2:6][N:7]([CH2:21][C:22]1[CH:27]=[C:26]([C:28]([F:31])([F:30])[F:29])[CH:25]=[CH:24][C:23]=1[OH:32])[C:8]1[N:13]=[CH:12][C:11]([O:14][CH2:15][CH2:16][S:17]([CH3:20])(=[O:19])=[O:18])=[CH:10][N:9]=1.N1C=CC=CC=1.[F:48][C:49]([F:62])([F:61])[S:50](O[S:50]([C:49]([F:62])([F:61])[F:48])(=[O:52])=[O:51])(=[O:52])=[O:51].C(=O)(O)[O-].[Na+]. Product: [F:41][C:2]([F:1])([F:40])[C:3]1[CH:4]=[C:5]([CH:33]=[C:34]([C:36]([F:37])([F:39])[F:38])[CH:35]=1)[CH2:6][N:7]([CH2:21][C:22]1[CH:27]=[C:26]([C:28]([F:31])([F:30])[F:29])[CH:25]=[CH:24][C:23]=1[O:32][S:50]([C:49]([F:62])([F:61])[F:48])(=[O:52])=[O:51])[C:8]1[N:13]=[CH:12][C:11]([O:14][CH2:15][CH2:16][S:17]([CH3:20])(=[O:19])=[O:18])=[CH:10][N:9]=1. The catalyst class is: 366.